This data is from CYP2C9 inhibition data for predicting drug metabolism from PubChem BioAssay. The task is: Regression/Classification. Given a drug SMILES string, predict its absorption, distribution, metabolism, or excretion properties. Task type varies by dataset: regression for continuous measurements (e.g., permeability, clearance, half-life) or binary classification for categorical outcomes (e.g., BBB penetration, CYP inhibition). Dataset: cyp2c9_veith. The molecule is NC(=O)C1CCN(C(=O)OCc2ccccc2)CC1. The result is 0 (non-inhibitor).